Task: Predict which catalyst facilitates the given reaction.. Dataset: Catalyst prediction with 721,799 reactions and 888 catalyst types from USPTO (1) Reactant: Cl[C:2]1[CH:7]=[C:6]([Cl:8])[N:5]=[CH:4][N:3]=1.[NH:9]1[CH:13]=[CH:12][CH:11]=[N:10]1.C(=O)([O-])[O-].[Cs+].[Cs+].O. Product: [Cl:8][C:6]1[CH:7]=[C:2]([N:9]2[CH:13]=[CH:12][CH:11]=[N:10]2)[N:3]=[CH:4][N:5]=1. The catalyst class is: 3. (2) Reactant: [ClH:1].Cl.[NH2:3][CH:4]1[CH2:9][CH2:8][N:7]([CH2:10][CH:11]2[N:22]3[C:23]4[N:14]([C:15](=[O:25])[CH:16]=[N:17][C:18]=4[CH:19]=[CH:20][C:21]3=[O:24])[CH2:13][CH2:12]2)[CH2:6][CH2:5]1.[S:26]1[C:34]2[CH:33]=[C:32]([CH:35]=O)[N:31]=[CH:30][C:29]=2[O:28][CH2:27]1.C(O)(=O)C.C([O-])(=O)C.[Na+]. Product: [ClH:1].[ClH:1].[S:26]1[C:34]2[CH:33]=[C:32]([CH2:35][NH:3][CH:4]3[CH2:9][CH2:8][N:7]([CH2:10][CH:11]4[N:22]5[C:23]6[N:14]([C:15](=[O:25])[CH:16]=[N:17][C:18]=6[CH:19]=[CH:20][C:21]5=[O:24])[CH2:13][CH2:12]4)[CH2:6][CH2:5]3)[N:31]=[CH:30][C:29]=2[O:28][CH2:27]1. The catalyst class is: 5. (3) Reactant: CCN(C(C)C)C(C)C.C1C=CC2N(O)N=NC=2C=1.CCN=C=NCCCN(C)C.[F:31][C:32]1[CH:33]=[C:34]([C:38]2[NH:42][N:41]=[C:40]([C:43]([OH:45])=O)[CH:39]=2)[CH:35]=[CH:36][CH:37]=1.FC1C=C(C(=O)C)C=CC=1.Cl.[NH2:57][CH2:58][C:59]([N:61]1[CH2:66][CH2:65][N:64]([C:67](=[O:79])[C:68]2[CH:73]=[C:72]([F:74])[CH:71]=[CH:70][C:69]=2[C:75]([F:78])([F:77])[F:76])[CH2:63][CH2:62]1)=[O:60].FC1C=CC(C(F)(F)F)=C(C=1)C(O)=O. Product: [F:74][C:72]1[CH:71]=[CH:70][C:69]([C:75]([F:77])([F:76])[F:78])=[C:68]([CH:73]=1)[C:67]([N:64]1[CH2:65][CH2:66][N:61]([C:59](=[O:60])[CH2:58][NH:57][C:43]([C:40]2[CH:39]=[C:38]([C:34]3[CH:35]=[CH:36][CH:37]=[C:32]([F:31])[CH:33]=3)[NH:42][N:41]=2)=[O:45])[CH2:62][CH2:63]1)=[O:79]. The catalyst class is: 3. (4) Product: [CH3:22][O:21][C:13]1[CH:12]=[C:11]([C:6]2[C:5]([C:3]([OH:4])=[O:2])=[CH:10][CH:9]=[CH:8][CH:7]=2)[CH:16]=[C:15]([O:17][CH3:18])[C:14]=1[O:19][CH3:20]. The catalyst class is: 5. Reactant: C[O:2][C:3]([C:5]1[C:6]([C:11]2[CH:16]=[C:15]([O:17][CH3:18])[C:14]([O:19][CH3:20])=[C:13]([O:21][CH3:22])[CH:12]=2)=[CH:7][CH:8]=[CH:9][CH:10]=1)=[O:4].[Li+].[OH-]. (5) Product: [Cl:1][CH2:2][CH2:3][NH:4][C:5]([NH:14][C:9]1[CH:10]=[N:11][CH:12]=[CH:13][C:8]=1[CH3:7])=[O:6]. Reactant: [Cl:1][CH2:2][CH2:3][N:4]=[C:5]=[O:6].[CH3:7][C:8]1[CH:13]=[CH:12][N:11]=[CH:10][C:9]=1[NH2:14].CO. The catalyst class is: 648. (6) Reactant: [N:1]1[CH:6]=[CH:5][CH:4]=[C:3]([CH:7]2[CH2:12][CH2:11][C:10](=[O:13])[CH2:9][CH2:8]2)[CH:2]=1.[BH4-].[Na+].Cl.C([O-])(O)=O.[Na+]. Product: [N:1]1[CH:6]=[CH:5][CH:4]=[C:3]([C@@H:7]2[CH2:8][CH2:9][C@H:10]([OH:13])[CH2:11][CH2:12]2)[CH:2]=1. The catalyst class is: 5. (7) Reactant: [NH2:1][C:2]1[CH:7]=[CH:6][CH:5]=[C:4]([NH2:8])[N:3]=1.[Cl:9][C:10]1[CH:18]=[C:17]([Cl:19])[CH:16]=[C:15]([Cl:20])[C:11]=1[C:12](Cl)=[O:13]. Product: [NH2:8][C:4]1[N:3]=[C:2]([NH:1][C:12](=[O:13])[C:11]2[C:15]([Cl:20])=[CH:16][C:17]([Cl:19])=[CH:18][C:10]=2[Cl:9])[CH:7]=[CH:6][CH:5]=1. The catalyst class is: 12. (8) Reactant: [C:1]([C:5]1[CH:6]=[C:7]([NH2:17])[N:8]([C:10]2[CH:15]=[CH:14][C:13]([CH3:16])=[CH:12][CH:11]=2)[N:9]=1)([CH3:4])([CH3:3])[CH3:2].N1C=CC=CC=1.[Cl:24][CH2:25][C:26](Cl)=[O:27]. Product: [C:1]([C:5]1[CH:6]=[C:7]([NH:17][C:26](=[O:27])[CH2:25][Cl:24])[N:8]([C:10]2[CH:11]=[CH:12][C:13]([CH3:16])=[CH:14][CH:15]=2)[N:9]=1)([CH3:4])([CH3:3])[CH3:2]. The catalyst class is: 754. (9) Reactant: [Br:1][C:2]1[CH:7]=[CH:6][C:5]([S:8](Cl)(=[O:10])=[O:9])=[C:4]([C:12]([F:15])([F:14])[F:13])[CH:3]=1.[CH:16]1([NH2:19])[CH2:18][CH2:17]1. Product: [Br:1][C:2]1[CH:7]=[CH:6][C:5]([S:8]([NH:19][CH:16]2[CH2:18][CH2:17]2)(=[O:10])=[O:9])=[C:4]([C:12]([F:15])([F:14])[F:13])[CH:3]=1. The catalyst class is: 4. (10) Reactant: [CH3:1][O:2][C:3](=[O:21])[C@H:4]([CH2:13][C:14]1[CH:19]=[CH:18][C:17]([NH2:20])=[CH:16][CH:15]=1)[NH:5][C:6]([O:8][C:9]([CH3:12])([CH3:11])[CH3:10])=[O:7].C([NH:39][C@@H:40]([C:48](O)=[O:49])[CH2:41][C:42]1[CH:47]=[CH:46][CH:45]=[CH:44][CH:43]=1)(OCC1C2C(=CC=CC=2)C2C1=CC=CC=2)=O.CCN(C(C)C)C(C)C.CN(C(ON1N=NC2C=CC=CC1=2)=[N+](C)C)C.F[P-](F)(F)(F)(F)F.N1CCCCC1. Product: [CH3:1][O:2][C:3](=[O:21])[C@H:4]([CH2:13][C:14]1[CH:19]=[CH:18][C:17]([NH:20][C:48](=[O:49])[C@H:40]([NH2:39])[CH2:41][C:42]2[CH:43]=[CH:44][CH:45]=[CH:46][CH:47]=2)=[CH:16][CH:15]=1)[NH:5][C:6]([O:8][C:9]([CH3:12])([CH3:10])[CH3:11])=[O:7]. The catalyst class is: 18.